From a dataset of Forward reaction prediction with 1.9M reactions from USPTO patents (1976-2016). Predict the product of the given reaction. (1) Given the reactants Cl[C:2]1[C:7]([Cl:8])=[CH:6][C:5]([C:9]([F:12])([F:11])[F:10])=[CH:4][N:3]=1.[CH2:13]([NH:20][S:21]([C:24]1[CH:34]=[CH:33][C:27]([C:28]([O:30][CH2:31][CH3:32])=[O:29])=[CH:26][C:25]=1[Cl:35])(=[O:23])=[O:22])[C:14]1[CH:19]=[CH:18][CH:17]=[CH:16][CH:15]=1, predict the reaction product. The product is: [CH2:13]([N:20]([C:2]1[C:7]([Cl:8])=[CH:6][C:5]([C:9]([F:12])([F:11])[F:10])=[CH:4][N:3]=1)[S:21]([C:24]1[CH:34]=[CH:33][C:27]([C:28]([O:30][CH2:31][CH3:32])=[O:29])=[CH:26][C:25]=1[Cl:35])(=[O:23])=[O:22])[C:14]1[CH:15]=[CH:16][CH:17]=[CH:18][CH:19]=1. (2) Given the reactants N[C:2]1[CH:7]=[CH:6][C:5]([N:8]2[C:12]3=[N:13][CH:14]=[N:15][C:16]([NH2:17])=[C:11]3[CH:10]=[N:9]2)=[CH:4][CH:3]=1.[CH2:18]([S:22](Cl)(=[O:24])=[O:23])[CH2:19][CH2:20][CH3:21].[N:26]1C=CC=CC=1.CN(C=O)C, predict the reaction product. The product is: [NH2:17][C:16]1[N:15]=[CH:14][N:13]=[C:12]2[N:8]([C:5]3[CH:4]=[C:3]([NH:26][S:22]([CH2:18][CH2:19][CH2:20][CH3:21])(=[O:24])=[O:23])[CH:2]=[CH:7][CH:6]=3)[N:9]=[CH:10][C:11]=12.